From a dataset of Experimentally validated miRNA-target interactions with 360,000+ pairs, plus equal number of negative samples. Binary Classification. Given a miRNA mature sequence and a target amino acid sequence, predict their likelihood of interaction. (1) The miRNA is hsa-miR-6825-5p with sequence UGGGGAGGUGUGGAGUCAGCAU. The protein sequence of the target gene is MAQGSHQIDFQVLHDLRQKFPEVPEVVVSRCMLQNNNNLDACCAVLSQESTRYLYGEGDLNFSDESGISGLRNHMTSLNLDLQSQNVYHHGREGSRVNGSRTLTHSVSDGQLHGGQSNNELFQQEPQTAPAQVPQGFNVFGMPSTSGASNSTPHLGFHLGSKGTSNLSQQTPRFNPIMVTLAPNIQTGRSTPTSLHIHGVPPPVLNSPQGNSIYIRPYITTPSGTARQTQQHSGWVSQFNPMNPQQAYQPSQPGPWTTYPASNPLPHTSTQQPNQQGHQTSHVYMPISSPTTPQPPTIHS.... Result: 0 (no interaction). (2) Result: 0 (no interaction). The miRNA is cel-miR-360-3p with sequence UGACCGUAAUCCCGUUCACAA. The protein sequence of the target gene is MVDTESPICPLSPLEADDLESPLSEEFLQEMGNIQEISQSIGEESSGSFGFADYQYLGSCPGSEGSVITDTLSPASSPSSVSCPVIPASTDESPGSALNIECRICGDKASGYHYGVHACEGCKGFFRRTIRLKLVYDKCDRSCKIQKKNRNKCQYCRFHKCLSVGMSHNAIRFGRMPRSEKAKLKAEILTCEHDLKDSETADLKSLGKRIHEAYLKNFNMNKVKARVILAGKTSNNPPFVIHDMETLCMAEKTLVAKMVANGVEDKEAEVRFFHCCQCMSVETVTELTEFAKAIPGFANL.... (3) The miRNA is rno-let-7e-5p with sequence UGAGGUAGGAGGUUGUAUAGUU. The protein sequence of the target gene is MSAEVKVTGQNQEQFLLLAKSAKGAALATLIHQVLEAPGVYVFGELLDMPNVRELAESDFASTFRLLTVFAYGTYADYLAEARNLPPLTEAQKNKLRHLSVVTLAAKVKCIPYAVLLEALALRNVRQLEDLVIEAVYADVLRGSLDQRNQRLEVDYSIGRDIQRQDLSAIARTLQEWCVGCEVVLSGIEEQVSRANQHKEQQLGLKQQIESEVANLKKTIKVTTAAAAAATSQDPEQHLTELREPAPGTNQRQPSKKASKGKGLRGSAKIWSKSN. Result: 0 (no interaction). (4) The miRNA is hsa-miR-770-5p with sequence UCCAGUACCACGUGUCAGGGCCA. The protein sequence of the target gene is MLACLTRGNLLDVLQEGFNEQQLQAYVAWVNAQLKKRPSVKPVQDLRQDLRDGVILAYLIEIVGQLALDSDASVDERTDFFLLHSPFKAAGEKLTGVQLSPSNQQEMKSNVERVLQFVASKKIRMHQTSAKDIVEGNLKSIMRLVLALAAHFKPGSSRTVSQGRDSKAPVQSHQPHCATAVAQGAAAALADVCHDVSRSGRDVFRYRQRNASVDGEIENPYWSVRALVQQYEGQQKSPSESSCSSLTSPSPIHSAKSESIITQAEEKADFVIIPSEGIENRTDEPDSPSSRDWRPGSRGT.... Result: 0 (no interaction).